Dataset: Catalyst prediction with 721,799 reactions and 888 catalyst types from USPTO. Task: Predict which catalyst facilitates the given reaction. (1) Reactant: [CH3:1][NH2:2].F[C:4]1[CH:9]=[CH:8][C:7]([N+:10]([O-:12])=[O:11])=[CH:6][C:5]=1[CH2:13][OH:14]. Product: [CH3:1][NH:2][C:4]1[CH:9]=[CH:8][C:7]([N+:10]([O-:12])=[O:11])=[CH:6][C:5]=1[CH2:13][OH:14]. The catalyst class is: 58. (2) Reactant: Cl[C:2]1[N:7]=[C:6]([NH:8][C:9]2[CH:25]=[CH:24][C:12]3[S:13][C:14]([C:17]4[CH:22]=[CH:21][N:20]=[C:19]([NH2:23])[N:18]=4)=[C:15]([CH3:16])[C:11]=3[CH:10]=2)[CH:5]=[CH:4][N:3]=1.C1C[O:29][CH2:28]C1.C[O-].[Na+]. Product: [CH3:28][O:29][C:2]1[N:7]=[C:6]([NH:8][C:9]2[CH:25]=[CH:24][C:12]3[S:13][C:14]([C:17]4[CH:22]=[CH:21][N:20]=[C:19]([NH2:23])[N:18]=4)=[C:15]([CH3:16])[C:11]=3[CH:10]=2)[CH:5]=[CH:4][N:3]=1. The catalyst class is: 6. (3) Reactant: [NH:1]1[C:9]2[C:4](=[CH:5][CH:6]=[CH:7][CH:8]=2)[C:3]([CH2:10][NH2:11])=[CH:2]1.[CH3:12][N:13]([CH3:27])[C:14]1([C:21]2[CH:26]=[CH:25][CH:24]=[CH:23][CH:22]=2)[CH2:19][CH2:18][C:17](=O)[CH2:16][CH2:15]1.ClCCCl.C(O)(=O)C. Product: [NH:1]1[C:9]2[C:4](=[CH:5][CH:6]=[CH:7][CH:8]=2)[C:3]([CH2:10][NH:11][CH:17]2[CH2:16][CH2:15][C:14]([C:21]3[CH:22]=[CH:23][CH:24]=[CH:25][CH:26]=3)([N:13]([CH3:27])[CH3:12])[CH2:19][CH2:18]2)=[CH:2]1. The catalyst class is: 7.